From a dataset of Forward reaction prediction with 1.9M reactions from USPTO patents (1976-2016). Predict the product of the given reaction. (1) Given the reactants [OH-].[Na+].[CH3:3][C:4]([C:6]1[CH:7]=[CH:8][C:9]([OH:12])=[CH:10][CH:11]=1)=[O:5].[CH3:13][O:14][C:15]1[CH:22]=[CH:21][C:18]([CH:19]=O)=[CH:17][CH:16]=1.Cl, predict the reaction product. The product is: [OH:12][C:9]1[CH:10]=[CH:11][C:6]([C:4](=[O:5])[CH:3]=[CH:19][C:18]2[CH:21]=[CH:22][C:15]([O:14][CH3:13])=[CH:16][CH:17]=2)=[CH:7][CH:8]=1. (2) Given the reactants S(Cl)(Cl)=O.[CH:5]1([CH2:8][C:9]([OH:11])=O)[CH2:7][CH2:6]1.[Cl:12][C:13]1[C:14]([NH:21][CH2:22][CH:23]2[CH2:31][C:30]3[C:25](=[CH:26][CH:27]=[CH:28][CH:29]=3)[CH2:24]2)=[CH:15][N:16]=[N:17][C:18]=1[NH:19][NH2:20].C(=O)(O)[O-].[Na+], predict the reaction product. The product is: [Cl:12][C:13]1[C:14]([NH:21][CH2:22][CH:23]2[CH2:31][C:30]3[C:25](=[CH:26][CH:27]=[CH:28][CH:29]=3)[CH2:24]2)=[CH:15][N:16]=[N:17][C:18]=1[NH:19][NH:20][C:9](=[O:11])[CH2:8][CH:5]1[CH2:6][CH2:7]1. (3) Given the reactants [BH4-].[Na+].[CH:3]([C:5]1[S:9][CH:8]=[C:7]([C:10]([OH:12])=[O:11])[CH:6]=1)=[O:4], predict the reaction product. The product is: [OH:4][CH2:3][C:5]1[S:9][CH:8]=[C:7]([C:10]([OH:12])=[O:11])[CH:6]=1.